From a dataset of Catalyst prediction with 721,799 reactions and 888 catalyst types from USPTO. Predict which catalyst facilitates the given reaction. (1) Reactant: C[Si](C)(C)N[Si](C)(C)C.[Na].[CH3:11][O:12][CH2:13][C:14]#[C:15][C:16]1[C:21]2[CH:22]=[CH:23][O:24][C:20]=2[C:19]([NH2:25])=[CH:18][CH:17]=1.Cl[C:27]1[C:36]2[C:31](=[CH:32][C:33]([O:39][CH2:40][CH2:41][CH2:42][N:43]3[CH2:48][CH2:47][N:46]([CH3:49])[CH2:45][CH2:44]3)=[C:34]([O:37][CH3:38])[CH:35]=2)[N:30]=[CH:29][C:28]=1[C:50]#[N:51]. Product: [C:50]([C:28]1[CH:29]=[N:30][C:31]2[C:36]([C:27]=1[NH:25][C:19]1[C:20]3[O:24][CH:23]=[CH:22][C:21]=3[C:16]([C:15]#[C:14][CH2:13][O:12][CH3:11])=[CH:17][CH:18]=1)=[CH:35][C:34]([O:37][CH3:38])=[C:33]([O:39][CH2:40][CH2:41][CH2:42][N:43]1[CH2:44][CH2:45][N:46]([CH3:49])[CH2:47][CH2:48]1)[CH:32]=2)#[N:51]. The catalyst class is: 3. (2) Reactant: C([Li])CCC.C([Mg]Cl)CCC.[F:12][C:13]1[CH:14]=[CH:15][CH:16]=[C:17]2[C:22]=1[N:21]=[CH:20][C:19](I)=[CH:18]2.[C:24]([C:28]1[CH:35]=[CH:34][CH:33]=[CH:32][C:29]=1[CH:30]=[O:31])([CH3:27])([CH3:26])[CH3:25].Cl. Product: [C:24]([C:28]1[CH:35]=[CH:34][CH:33]=[CH:32][C:29]=1[CH:30]([C:19]1[CH:20]=[N:21][C:22]2[C:17]([CH:18]=1)=[CH:16][CH:15]=[CH:14][C:13]=2[F:12])[OH:31])([CH3:27])([CH3:25])[CH3:26]. The catalyst class is: 7. (3) Reactant: [OH:1][CH2:2][C:3]1[C:16]2[C:11](=[CH:12][CH:13]=[CH:14][CH:15]=2)[C:10]([CH:17]=[N:18][CH3:19])=[C:9]2[C:4]=1[CH:5]=[CH:6][CH:7]=[CH:8]2.[BH4-].[Na+]. Product: [OH:1][CH2:2][C:3]1[C:4]2[C:9](=[CH:8][CH:7]=[CH:6][CH:5]=2)[C:10]([CH2:17][NH:18][CH3:19])=[C:11]2[C:16]=1[CH:15]=[CH:14][CH:13]=[CH:12]2. The catalyst class is: 32. (4) Reactant: [H-].[Na+].[CH2:3]([O:10][C:11]1[C:12]([O:22][CH3:23])=[CH:13][C:14](Br)=[C:15]([NH:17][C:18](=[S:20])[CH3:19])[CH:16]=1)[C:4]1[CH:9]=[CH:8][CH:7]=[CH:6][CH:5]=1. Product: [CH2:3]([O:10][C:11]1[C:12]([O:22][CH3:23])=[CH:13][C:14]2[S:20][C:18]([CH3:19])=[N:17][C:15]=2[CH:16]=1)[C:4]1[CH:9]=[CH:8][CH:7]=[CH:6][CH:5]=1. The catalyst class is: 37. (5) Reactant: [I-].[F:2][C:3]1([F:27])[O:7][C:6]2[CH:8]=[CH:9][C:10]([N:12]3[CH2:16][C:15](=[CH2:17])[S:14]/[C:13]/3=[N:18]\[C:19](N3C=C[N+](C)=C3)=[O:20])=[CH:11][C:5]=2[O:4]1.[CH3:28][CH:29]1[CH2:33][CH2:32][CH2:31][NH:30]1.CCN(C(C)C)C(C)C. Product: [F:27][C:3]1([F:2])[O:7][C:6]2[CH:8]=[CH:9][C:10]([N:12]3[CH2:16][C:15](=[CH2:17])[S:14]/[C:13]/3=[N:18]\[C:19]([N:30]3[CH2:31][CH2:32][CH2:33][CH:29]3[CH3:28])=[O:20])=[CH:11][C:5]=2[O:4]1. The catalyst class is: 291. (6) Reactant: [CH3:1][NH:2][C:3]1[CH:4]=[N:5][CH:6]=[CH:7][C:8]=1[C:9]1[CH:14]=[CH:13][CH:12]=[CH:11][CH:10]=1.[Li+].C[Si]([N-][Si](C)(C)C)(C)C.[F:25][C:26]([F:41])([F:40])[C:27]1[CH:28]=[C:29]([CH:33]=[C:34]([C:36]([F:39])([F:38])[F:37])[CH:35]=1)[C:30](Cl)=[O:31]. Product: [CH3:1][N:2]([C:3]1[CH:4]=[N:5][CH:6]=[CH:7][C:8]=1[C:9]1[CH:10]=[CH:11][CH:12]=[CH:13][CH:14]=1)[C:30](=[O:31])[C:29]1[CH:33]=[C:34]([C:36]([F:37])([F:38])[F:39])[CH:35]=[C:27]([C:26]([F:25])([F:40])[F:41])[CH:28]=1. The catalyst class is: 1. (7) Reactant: [H-].[H-].[H-].[H-].[Li+].[Al+3].[Cl:7][C:8]1[CH:13]=[CH:12][C:11]([S:14]([C:17]2([C:32]3[CH:37]=[C:36]([F:38])[CH:35]=[CH:34][C:33]=3[F:39])[CH2:22][CH2:21][CH:20]([NH:23][S:24]([CH2:27][C:28](OC)=[O:29])(=[O:26])=[O:25])[CH2:19][CH2:18]2)(=[O:16])=[O:15])=[CH:10][CH:9]=1. Product: [Cl:7][C:8]1[CH:13]=[CH:12][C:11]([S:14]([C:17]2([C:32]3[CH:37]=[C:36]([F:38])[CH:35]=[CH:34][C:33]=3[F:39])[CH2:18][CH2:19][CH:20]([NH:23][S:24]([CH2:27][CH2:28][OH:29])(=[O:26])=[O:25])[CH2:21][CH2:22]2)(=[O:16])=[O:15])=[CH:10][CH:9]=1. The catalyst class is: 7. (8) Reactant: [CH2:1]([O:8][C:9]1[CH:10]=[CH:11][C:12]([CH3:23])=[C:13](B2OCC(C)(C)CO2)[CH:14]=1)[C:2]1[CH:7]=[CH:6][CH:5]=[CH:4][CH:3]=1.[NH2:24][C:25]1[N:30]=[C:29](Cl)[CH:28]=[C:27]([Cl:32])[N:26]=1.C(COC)OC.C(=O)([O-])[O-].[Na+].[Na+]. Product: [CH2:1]([O:8][C:9]1[CH:10]=[CH:11][C:12]([CH3:23])=[C:13]([C:29]2[CH:28]=[C:27]([Cl:32])[N:26]=[C:25]([NH2:24])[N:30]=2)[CH:14]=1)[C:2]1[CH:3]=[CH:4][CH:5]=[CH:6][CH:7]=1. The catalyst class is: 13.